From a dataset of Peptide-MHC class I binding affinity with 185,985 pairs from IEDB/IMGT. Regression. Given a peptide amino acid sequence and an MHC pseudo amino acid sequence, predict their binding affinity value. This is MHC class I binding data. (1) The peptide sequence is MSPSYVKYR. The MHC is HLA-A11:01 with pseudo-sequence HLA-A11:01. The binding affinity (normalized) is 0.513. (2) The binding affinity (normalized) is 0.0847. The MHC is HLA-A24:02 with pseudo-sequence HLA-A24:02. The peptide sequence is SRYWAIRTR.